This data is from Forward reaction prediction with 1.9M reactions from USPTO patents (1976-2016). The task is: Predict the product of the given reaction. (1) Given the reactants [CH3:1][CH:2]1[CH2:9][C@H:8]2[C@H:4]([CH2:5][NH:6][C@@H:7]2[CH2:10][NH:11][C:12]([C:14]2[N:21]3[C:17]([S:18][CH:19]=[CH:20]3)=[N:16][C:15]=2[CH3:22])=[O:13])[CH2:3]1.[CH3:23][C:24]1[S:25][C:26]([C:32]2[CH:33]=[C:34]([CH3:38])[CH:35]=[CH:36][CH:37]=2)=[C:27]([C:29](O)=[O:30])[N:28]=1, predict the reaction product. The product is: [CH3:1][CH:2]1[CH2:9][C@H:8]2[C@H:4]([CH2:5][N:6]([C:29]([C:27]3[N:28]=[C:24]([CH3:23])[S:25][C:26]=3[C:32]3[CH:33]=[C:34]([CH3:38])[CH:35]=[CH:36][CH:37]=3)=[O:30])[C@@H:7]2[CH2:10][NH:11][C:12]([C:14]2[N:21]3[C:17]([S:18][CH:19]=[CH:20]3)=[N:16][C:15]=2[CH3:22])=[O:13])[CH2:3]1. (2) Given the reactants FC(F)(F)C(O)=O.[CH3:8][O:9][C:10]1[NH:11][C:12]2[C:17]([N:18]=1)=[C:16]([NH2:19])[N:15]=[C:14]([O:20][CH2:21][CH2:22][O:23][CH3:24])[N:13]=2.C(=O)([O-])[O-].[K+].[K+].CS(O[CH2:36][CH:37]1[CH2:41][CH2:40][O:39][CH2:38]1)(=O)=O, predict the reaction product. The product is: [CH3:8][O:9][C:10]1[N:11]([CH2:36][CH:37]2[CH2:41][CH2:40][O:39][CH2:38]2)[C:12]2[C:17]([N:18]=1)=[C:16]([NH2:19])[N:15]=[C:14]([O:20][CH2:21][CH2:22][O:23][CH3:24])[N:13]=2.